This data is from Reaction yield outcomes from USPTO patents with 853,638 reactions. The task is: Predict the reaction yield, written as a fraction of the theoretical maximum amount of product (1.0 means a 100% yield; for example, 0.34 means a 34% yield). (1) The reactants are [Cl:1][C:2]1[N:6]([C:7]2[CH:12]=[CH:11][C:10]([C:13]3[CH:18]=[CH:17][CH:16]=[C:15]([O:19][CH3:20])[C:14]=3[OH:21])=[CH:9][CH:8]=2)[C:5]([C:22]([O:24]CC)=O)=[C:4]([NH:27][C:28](=[O:36])[CH2:29][C:30]2[CH:35]=[CH:34][CH:33]=[CH:32][CH:31]=2)[CH:3]=1.C[Si]([N-][Si](C)(C)C)(C)C.[K+]. The catalyst is C1COCC1. The product is [Cl:1][C:2]1[N:6]([C:7]2[CH:8]=[CH:9][C:10]([C:13]3[CH:18]=[CH:17][CH:16]=[C:15]([O:19][CH3:20])[C:14]=3[OH:21])=[CH:11][CH:12]=2)[C:5]2[C:22]([OH:24])=[C:29]([C:30]3[CH:31]=[CH:32][CH:33]=[CH:34][CH:35]=3)[C:28](=[O:36])[NH:27][C:4]=2[CH:3]=1. The yield is 0.580. (2) The reactants are C[O:2][C:3]([C:5]1([CH2:13][NH:14][C:15]([O:17][C:18]([CH3:21])([CH3:20])[CH3:19])=[O:16])[C:7]2([CH2:12][CH2:11][CH2:10][CH2:9][CH2:8]2)[CH2:6]1)=O.C1C=CC2N(O)N=[N:28]C=2C=1.CN1CCOCC1.C(Cl)CCl.[OH-].[NH4+]. The catalyst is C1COCC1. The product is [C:18]([O:17][C:15](=[O:16])[NH:14][CH2:13][C:5]1([C:3](=[O:2])[NH2:28])[C:7]2([CH2:12][CH2:11][CH2:10][CH2:9][CH2:8]2)[CH2:6]1)([CH3:21])([CH3:20])[CH3:19]. The yield is 0.910. (3) The reactants are [CH3:1][C:2]1[CH:3]=[N:4][CH:5]=[C:6]([CH:16]=1)[C:7]([NH:9]C1CCNCC1)=[O:8].[CH2:17]([O:19][C:20]1[CH:21]=[C:22]([CH:25]=[C:26]([O:33][CH2:34][CH3:35])[C:27]=1[N:28]1[CH:32]=[CH:31][CH:30]=[CH:29]1)[CH:23]=O)[CH3:18]. No catalyst specified. The product is [CH2:17]([O:19][C:20]1[CH:21]=[C:22]([CH:25]=[C:26]([O:33][CH2:34][CH3:35])[C:27]=1[N:28]1[CH:32]=[CH:31][CH:30]=[CH:29]1)[CH2:23][N:4]1[CH2:5][CH2:6][CH:16]([C:5]2[N:4]=[CH:3][C:2]([CH3:1])=[CH:16][C:6]=2[C:7]([NH2:9])=[O:8])[CH2:2][CH2:3]1)[CH3:18]. The yield is 0.220. (4) The reactants are FC1C=C(F)C=CC=1C1C=C(CN2C(=O)C3=CC=CC=C3C2=O)C(=O)N(CC(C)C)N=1.[C:32]([C:35]1[C:36](=[O:60])[N:37]([CH2:50][CH2:51][CH2:52][C:53]2[CH:58]=[CH:57][C:56]([F:59])=[CH:55][CH:54]=2)[N:38]=[C:39]([C:41]2[CH:46]=[CH:45][C:44]([O:47][CH3:48])=[C:43]([F:49])[CH:42]=2)[CH:40]=1)(O)=[O:33]. The product is [F:49][C:43]1[CH:42]=[C:41]([C:39]2[CH:40]=[C:35]([CH2:32][OH:33])[C:36](=[O:60])[N:37]([CH2:50][CH2:51][CH2:52][C:53]3[CH:54]=[CH:55][C:56]([F:59])=[CH:57][CH:58]=3)[N:38]=2)[CH:46]=[CH:45][C:44]=1[O:47][CH3:48]. The yield is 0.370. No catalyst specified. (5) The reactants are [Br:1][C:2]1[CH:3]=[N:4][NH:5][CH:6]=1.FC(F)(F)S(O[CH2:13][C:14]([F:17])([F:16])[F:15])(=O)=O.C(=O)([O-])[O-].[Cs+].[Cs+].O1CCOCC1. No catalyst specified. The product is [Br:1][C:2]1[CH:3]=[N:4][N:5]([CH2:13][C:14]([F:17])([F:16])[F:15])[CH:6]=1. The yield is 0.771.